This data is from Catalyst prediction with 721,799 reactions and 888 catalyst types from USPTO. The task is: Predict which catalyst facilitates the given reaction. (1) Reactant: C[O-].[Na+:3].CO.[CH3:6][C:7]1[CH:8]=[N:9][C:10]([CH2:16][S+:17]([O-:29])[C:18]2[NH:19][C:20]3[CH:21]=[CH:22][C:23]([O:27][CH3:28])=[CH:24][C:25]=3[N:26]=2)=[C:11]([CH3:15])[C:12]=1[O:13][CH3:14]. Product: [CH3:6][C:7]1[CH:8]=[N:9][C:10]([CH2:16][S+:17]([O-:29])[C:18]2[N-:19][C:20]3[CH:21]=[CH:22][C:23]([O:27][CH3:28])=[CH:24][C:25]=3[N:26]=2)=[C:11]([CH3:15])[C:12]=1[O:13][CH3:14].[Na+:3]. The catalyst class is: 824. (2) Reactant: [O:1]=[C:2]1[CH:19]=[C:18]([CH:20]2[CH2:25][CH2:24][N:23](C(OC(C)(C)C)=O)[CH2:22][CH2:21]2)[N:5]2[N:6]=[C:7]3[C:12]([C:11]([C:13]4[CH:17]=[CH:16][S:15][CH:14]=4)=[CH:10][CH:9]=[CH:8]3)=[C:4]2[NH:3]1.[ClH:33]. Product: [ClH:33].[NH:23]1[CH2:24][CH2:25][CH:20]([C:18]2[N:5]3[N:6]=[C:7]4[C:12]([C:11]([C:13]5[CH:17]=[CH:16][S:15][CH:14]=5)=[CH:10][CH:9]=[CH:8]4)=[C:4]3[NH:3][C:2](=[O:1])[CH:19]=2)[CH2:21][CH2:22]1. The catalyst class is: 12. (3) Reactant: [CH3:1]/[C:2](/[CH2:9][CH2:10][CH2:11]/[CH:12]=[CH:13]\[CH2:14]/[CH:15]=[CH:16]\[CH2:17]/[CH:18]=[CH:19]\[CH2:20]/[CH:21]=[CH:22]\[CH2:23]/[CH:24]=[CH:25]\[CH2:26][CH3:27])=[CH:3]\[C:4](OCC)=[O:5].[H-].[H-].[H-].[H-].[Li+].[Al+3]. Product: [CH3:1]/[C:2](/[CH2:9][CH2:10][CH2:11]/[CH:12]=[CH:13]\[CH2:14]/[CH:15]=[CH:16]\[CH2:17]/[CH:18]=[CH:19]\[CH2:20]/[CH:21]=[CH:22]\[CH2:23]/[CH:24]=[CH:25]\[CH2:26][CH3:27])=[CH:3]\[CH2:4][OH:5]. The catalyst class is: 1. (4) Reactant: [Br:1][C:2]1[CH:3]=[CH:4][C:5]([CH3:8])=[N:6][CH:7]=1.C1C(=O)N([Br:16])C(=O)C1.C(OOC(=O)C1C=CC=CC=1)(=O)C1C=CC=CC=1. Product: [Br:1][C:2]1[CH:3]=[CH:4][C:5]([CH2:8][Br:16])=[N:6][CH:7]=1. The catalyst class is: 53. (5) Reactant: [F:1][C:2]([F:18])([F:17])[C:3]1[CH:4]=[C:5]([CH2:13][C:14](O)=[O:15])[CH:6]=[C:7]([C:9]([F:12])([F:11])[F:10])[CH:8]=1.C(N(CC)C(C)C)(C)C.CN(C(ON1N=NC2C=CC=NC1=2)=[N+](C)C)C.F[P-](F)(F)(F)(F)F.[CH:52]([C:55]1[CH:56]=[CH:57][C:58]([O:73][CH3:74])=[C:59]([C:61]2[CH:66]=[CH:65][C:64]([C:67]([F:70])([F:69])[F:68])=[CH:63][C:62]=2[CH2:71][NH2:72])[CH:60]=1)([CH3:54])[CH3:53]. Product: [F:1][C:2]([F:17])([F:18])[C:3]1[CH:4]=[C:5]([CH2:13][C:14]([NH:72][CH2:71][C:62]2[CH:63]=[C:64]([C:67]([F:68])([F:69])[F:70])[CH:65]=[CH:66][C:61]=2[C:59]2[CH:60]=[C:55]([CH:52]([CH3:54])[CH3:53])[CH:56]=[CH:57][C:58]=2[O:73][CH3:74])=[O:15])[CH:6]=[C:7]([C:9]([F:10])([F:11])[F:12])[CH:8]=1. The catalyst class is: 91. (6) Product: [F:33][C:34]([F:47])([F:46])[S:35]([NH:25][C:21]1[CH:22]=[CH:23][CH:24]=[C:19]([CH2:18][O:17][C:14]2[CH:15]=[CH:16][C:11]([C:4]3[CH:5]=[C:6]([F:10])[C:7]([F:9])=[CH:8][C:3]=3[F:2])=[CH:12][CH:13]=2)[CH:20]=1)(=[O:37])=[O:36]. The catalyst class is: 17. Reactant: Cl.[F:2][C:3]1[CH:8]=[C:7]([F:9])[C:6]([F:10])=[CH:5][C:4]=1[C:11]1[CH:16]=[CH:15][C:14]([O:17][CH2:18][C:19]2[CH:20]=[C:21]([NH2:25])[CH:22]=[CH:23][CH:24]=2)=[CH:13][CH:12]=1.C(N(CC)CC)C.[F:33][C:34]([F:47])([F:46])[S:35](O[S:35]([C:34]([F:47])([F:46])[F:33])(=[O:37])=[O:36])(=[O:37])=[O:36].FC1C=C(F)C(F)=CC=1C1C=CC(OCC2C=C(NS(C)(=O)=O)C=CC=2)=CC=1. (7) Reactant: [CH2:1]([N:8]1[C:13](=[O:14])[CH2:12][CH2:11][CH2:10][CH:9]1[C:15]([NH:17][C:18]1[CH:26]=[C:25]([Cl:27])[CH:24]=[CH:23][C:19]=1[C:20]([OH:22])=O)=[O:16])[C:2]1[CH:7]=[CH:6][CH:5]=[CH:4][CH:3]=1.C(Cl)CCl.[CH2:32]([NH2:39])[C:33]1[CH:38]=[CH:37][CH:36]=[CH:35][CH:34]=1. Product: [CH2:32]([NH:39][C:20]([C:19]1[CH:23]=[CH:24][C:25]([Cl:27])=[CH:26][C:18]=1[NH:17][C:15]([CH:9]1[CH2:10][CH2:11][CH2:12][C:13](=[O:14])[N:8]1[CH2:1][C:2]1[CH:7]=[CH:6][CH:5]=[CH:4][CH:3]=1)=[O:16])=[O:22])[C:33]1[CH:38]=[CH:37][CH:36]=[CH:35][CH:34]=1. The catalyst class is: 3. (8) Reactant: [O:1]1[C:5]2[CH:6]=[CH:7][CH:8]=[CH:9][C:4]=2[CH:3]=[C:2]1[C:10]1[N:14]2[N:15]=[C:16](Cl)[CH:17]=[CH:18][C:13]2=[N:12][CH:11]=1.[NH2:20][CH2:21][CH:22]([OH:25])[CH2:23][CH3:24]. Product: [O:1]1[C:5]2[CH:6]=[CH:7][CH:8]=[CH:9][C:4]=2[CH:3]=[C:2]1[C:10]1[N:14]2[N:15]=[C:16]([NH:20][CH2:21][CH:22]([OH:25])[CH2:23][CH3:24])[CH:17]=[CH:18][C:13]2=[N:12][CH:11]=1. The catalyst class is: 51.